This data is from Forward reaction prediction with 1.9M reactions from USPTO patents (1976-2016). The task is: Predict the product of the given reaction. Given the reactants C(OCC)(=O)C.Cl.[Cl:8][C:9]1[CH:14]=[CH:13][C:12]([C:15]2[CH:20]=[CH:19][C:18]([C:21]([NH:23][C:24]3[CH:44]=[CH:43][C:27]([C:28]([CH:30]4[CH2:35][CH2:34][CH2:33][N:32](C(OC(C)(C)C)=O)[CH2:31]4)=[O:29])=[CH:26][CH:25]=3)=[O:22])=[CH:17][CH:16]=2)=[CH:11][CH:10]=1, predict the reaction product. The product is: [ClH:8].[Cl:8][C:9]1[CH:10]=[CH:11][C:12]([C:15]2[CH:16]=[CH:17][C:18]([C:21]([NH:23][C:24]3[CH:44]=[CH:43][C:27]([C:28]([CH:30]4[CH2:35][CH2:34][CH2:33][NH:32][CH2:31]4)=[O:29])=[CH:26][CH:25]=3)=[O:22])=[CH:19][CH:20]=2)=[CH:13][CH:14]=1.